From a dataset of Forward reaction prediction with 1.9M reactions from USPTO patents (1976-2016). Predict the product of the given reaction. Given the reactants [CH2:1]([O:3][C:4]([CH:6]=[C:7]1[CH2:27][CH2:26][C:10]2([CH2:15][CH2:14][N:13](C(OCC3C=CC=CC=3)=O)[CH2:12][CH2:11]2)[CH:9]=[CH:8]1)=[O:5])[CH3:2].[H][H], predict the reaction product. The product is: [CH2:15]1[C:10]2([CH2:26][CH2:27][CH:7]([CH2:6][C:4]([O:3][CH2:1][CH3:2])=[O:5])[CH2:8][CH2:9]2)[CH2:11][CH2:12][NH:13][CH2:14]1.